Dataset: Catalyst prediction with 721,799 reactions and 888 catalyst types from USPTO. Task: Predict which catalyst facilitates the given reaction. (1) Reactant: Cl[CH2:2][C:3]([N:5]1[CH2:10][CH2:9][N:8]([C:11]2[CH:16]=[CH:15][C:14]([Cl:17])=[C:13]([O:18][CH3:19])[CH:12]=2)[CH2:7][CH2:6]1)=[O:4].[Cl:20][C:21]1[CH:22]=[C:23]2[C:27](=[CH:28][CH:29]=1)[NH:26][C:25](=[O:30])[CH2:24]2.C([O-])([O-])=O.[K+].[K+]. Product: [Cl:20][C:21]1[CH:22]=[C:23]2[C:27](=[CH:28][CH:29]=1)[N:26]([CH2:2][C:3]([N:5]1[CH2:10][CH2:9][N:8]([C:11]3[CH:16]=[CH:15][C:14]([Cl:17])=[C:13]([O:18][CH3:19])[CH:12]=3)[CH2:7][CH2:6]1)=[O:4])[C:25](=[O:30])[CH2:24]2. The catalyst class is: 60. (2) Reactant: [CH2:1]([N:8]1[C:16]2[C:11](=[CH:12][C:13]([NH:17][C:18]3[N:26]=[CH:25][C:24]([F:27])=[CH:23][C:19]=3[C:20](O)=[O:21])=[CH:14][CH:15]=2)[CH:10]=[N:9]1)[C:2]1[CH:7]=[CH:6][CH:5]=[CH:4][CH:3]=1.[NH2:28][C@@H:29]1[CH2:34][CH2:33][C@H:32]([NH:35][C:36]([C:38]2[N:39]=[C:40]3[CH:45]=[CH:44][CH:43]=[CH:42][N:41]3[CH:46]=2)=[O:37])[CH2:31][CH2:30]1.C(N(CC)CC)C. Product: [CH2:1]([N:8]1[C:16]2[C:11](=[CH:12][C:13]([NH:17][C:18]3[C:19]([C:20]([NH:28][C@@H:29]4[CH2:30][CH2:31][C@H:32]([NH:35][C:36]([C:38]5[N:39]=[C:40]6[CH:45]=[CH:44][CH:43]=[CH:42][N:41]6[CH:46]=5)=[O:37])[CH2:33][CH2:34]4)=[O:21])=[CH:23][C:24]([F:27])=[CH:25][N:26]=3)=[CH:14][CH:15]=2)[CH:10]=[N:9]1)[C:2]1[CH:7]=[CH:6][CH:5]=[CH:4][CH:3]=1. The catalyst class is: 10. (3) Reactant: [NH2:1][C:2]1[N:6]([CH3:7])[N:5]=[C:4]([C:8]([CH3:11])([CH3:10])[CH3:9])[C:3]=1[N+:12]([O-])=O.[ClH:15].O. Product: [ClH:15].[ClH:15].[NH2:12][C:3]1[C:4]([C:8]([CH3:11])([CH3:10])[CH3:9])=[N:5][N:6]([CH3:7])[C:2]=1[NH2:1]. The catalyst class is: 29. (4) Reactant: Br[C:2]1[S:18][C:5]2=[N:6][C:7]([CH3:17])=[CH:8][C:9]([NH:10][S:11]([CH:14]3[CH2:16][CH2:15]3)(=[O:13])=[O:12])=[C:4]2[C:3]=1[C:19]1[CH:24]=[CH:23][CH:22]=[C:21]([O:25][CH3:26])[CH:20]=1.C([O-])([O-])=O.[K+].[K+].[NH:33]1[CH:37]=[C:36](B(O)O)[CH:35]=[N:34]1. Product: [CH3:17][C:7]1[N:6]=[C:5]2[S:18][C:2]([C:36]3[CH:37]=[N:33][NH:34][CH:35]=3)=[C:3]([C:19]3[CH:24]=[CH:23][CH:22]=[C:21]([O:25][CH3:26])[CH:20]=3)[C:4]2=[C:9]([NH:10][S:11]([CH:14]2[CH2:16][CH2:15]2)(=[O:13])=[O:12])[CH:8]=1. The catalyst class is: 70. (5) Reactant: C(O)(C(F)(F)F)=O.[CH3:8][O:9][C:10]1[CH:11]=[C:12]([NH:30][C:31]2[CH:36]=[C:35]([O:37][C:38]3[C:47]4[C:42](=[CH:43][CH:44]=[CH:45][CH:46]=4)[C:41]([NH:48]C(=O)OC(C)(C)C)=[CH:40][CH:39]=3)[CH:34]=[CH:33][N:32]=2)[CH:13]=[CH:14][C:15]=1[S:16](=[O:29])(=[O:28])[N:17]([CH3:27])[CH2:18][CH2:19][CH2:20][N:21]1[CH2:26][CH2:25][O:24][CH2:23][CH2:22]1. Product: [NH2:48][C:41]1[C:42]2[C:47](=[CH:46][CH:45]=[CH:44][CH:43]=2)[C:38]([O:37][C:35]2[CH:34]=[CH:33][N:32]=[C:31]([NH:30][C:12]3[CH:13]=[CH:14][C:15]([S:16]([N:17]([CH3:27])[CH2:18][CH2:19][CH2:20][N:21]4[CH2:26][CH2:25][O:24][CH2:23][CH2:22]4)(=[O:29])=[O:28])=[C:10]([O:9][CH3:8])[CH:11]=3)[CH:36]=2)=[CH:39][CH:40]=1. The catalyst class is: 2. (6) Product: [F:1][CH2:2][CH2:3][N:4]1[CH2:9][CH2:8][CH:7]([C:10]2[CH:11]=[CH:12][C:13]([NH2:16])=[CH:14][CH:15]=2)[CH2:6][CH2:5]1. The catalyst class is: 63. Reactant: [F:1][CH2:2][CH2:3][N:4]1[CH2:9][CH2:8][CH:7]([C:10]2[CH:15]=[CH:14][C:13]([N+:16]([O-])=O)=[CH:12][CH:11]=2)[CH2:6][CH2:5]1. (7) Reactant: [C:1]([O:5][C:6]([N:8]1[CH2:13][CH2:12][CH:11]([NH:14][C:15]2[CH:20]=[C:19]([F:21])[C:18]([CH3:22])=[CH:17][C:16]=2[N+:23]([O-])=O)[CH2:10][CH2:9]1)=[O:7])([CH3:4])([CH3:3])[CH3:2]. Product: [C:1]([O:5][C:6]([N:8]1[CH2:13][CH2:12][CH:11]([NH:14][C:15]2[CH:20]=[C:19]([F:21])[C:18]([CH3:22])=[CH:17][C:16]=2[NH2:23])[CH2:10][CH2:9]1)=[O:7])([CH3:4])([CH3:3])[CH3:2]. The catalyst class is: 29.